Predict the reaction yield, written as a fraction of the theoretical maximum amount of product (1.0 means a 100% yield; for example, 0.34 means a 34% yield). From a dataset of Reaction yield outcomes from USPTO patents with 853,638 reactions. (1) The reactants are [Cl:1][C:2]1[CH:23]=[C:22](OS(C(F)(F)F)(=O)=O)[C:5]2[O:6][C@@H:7]([CH2:10][O:11][S:12]([C:15]3[CH:20]=[CH:19][C:18]([CH3:21])=[CH:17][CH:16]=3)(=[O:14])=[O:13])[CH2:8][O:9][C:4]=2[CH:3]=1.[Cl:32][C:33]1[CH:38]=[CH:37][CH:36]=[CH:35][C:34]=1B(O)O. No catalyst specified. The product is [Cl:32][C:33]1[CH:38]=[CH:37][CH:36]=[CH:35][C:34]=1[C:22]1[C:5]2[O:6][C@@H:7]([CH2:10][O:11][S:12]([C:15]3[CH:20]=[CH:19][C:18]([CH3:21])=[CH:17][CH:16]=3)(=[O:13])=[O:14])[CH2:8][O:9][C:4]=2[CH:3]=[C:2]([Cl:1])[CH:23]=1. The yield is 0.910. (2) The reactants are [Cl:1][C:2]1[N:7]=[C:6]2[CH:8]=[CH:9][S:10][C:5]2=[CH:4][CH:3]=1.C(=O)(O)[O-].[Na+].P([O-])([O-])(O)=O.[K+].[K+].S([O-])([O-])(=O)=O.[Mg+2].[Br:29]Br. The catalyst is C(Cl)Cl.O.C(Cl)(Cl)Cl. The product is [Br:29][C:8]1[C:6]2=[N:7][C:2]([Cl:1])=[CH:3][CH:4]=[C:5]2[S:10][CH:9]=1. The yield is 0.540.